Task: Predict the product of the given reaction.. Dataset: Forward reaction prediction with 1.9M reactions from USPTO patents (1976-2016) (1) The product is: [ClH:1].[F:18][C:4]1[CH:5]=[C:6]([NH:9][C:10]([C@H:12]2[CH2:16][CH2:15][NH:14][CH2:13]2)=[O:11])[CH:7]=[CH:8][C:3]=1[F:2].[F:18][C:19]1[CH:20]=[C:21]([NH:22][C:10]([C@H:12]2[CH2:16][CH2:15][N:14]([S:39](=[O:41])(=[O:40])[NH:27][C@H:28]3[CH2:32][CH2:31][O:30][CH2:29]3)[CH2:13]2)=[O:11])[CH:23]=[CH:24][C:25]=1[F:26]. Given the reactants [ClH:1].[F:2][C:3]1[CH:8]=[CH:7][C:6]([NH:9][C:10]([C@H:12]2[CH2:16][CH2:15][NH:14][CH2:13]2)=[O:11])=[CH:5][C:4]=1C.[F:18][C:19]1[CH:20]=[C:21]([CH:23]=[CH:24][C:25]=1[F:26])[NH2:22].[NH2:27][C@H:28]1[CH2:32][CH2:31][O:30][CH2:29]1.C1(C)C=CC([S:39]([O-])(=[O:41])=[O:40])=CC=1, predict the reaction product. (2) Given the reactants [CH3:1][NH:2][C:3]1[C:8]([NH2:9])=[C:7]([CH3:10])[CH:6]=[CH:5][N:4]=1.C(N1C2C=CC=CC=2N[C:14]1=[O:22])C, predict the reaction product. The product is: [CH3:1][N:2]1[C:3]2=[N:4][CH:5]=[CH:6][C:7]([CH3:10])=[C:8]2[NH:9][C:14]1=[O:22]. (3) Given the reactants [NH:1]1[CH2:6][CH2:5][CH:4]([CH2:7][CH2:8][N:9]2[CH2:14][CH2:13][C:12]3([CH2:19][CH2:18][CH:17]([CH2:20][C:21]([O:23]CC)=[O:22])[CH2:16][CH2:15]3)[CH2:11][CH2:10]2)[CH2:3][CH2:2]1, predict the reaction product. The product is: [NH:1]1[CH2:2][CH2:3][CH:4]([CH2:7][CH2:8][N:9]2[CH2:14][CH2:13][C:12]3([CH2:15][CH2:16][CH:17]([CH2:20][C:21]([OH:23])=[O:22])[CH2:18][CH2:19]3)[CH2:11][CH2:10]2)[CH2:5][CH2:6]1.